This data is from Catalyst prediction with 721,799 reactions and 888 catalyst types from USPTO. The task is: Predict which catalyst facilitates the given reaction. (1) The catalyst class is: 226. Reactant: Cl.CO[C:4]([C:6]1[N:7]([CH2:27][CH2:28][NH2:29])[C:8]2[C:13]([C:14]=1[C:15]1[CH:20]=[CH:19][C:18]([O:21][CH3:22])=[CH:17][CH:16]=1)=[CH:12][C:11](OC)=[C:10]([O:25][CH3:26])[CH:9]=2)=[O:5].[C:30]([O-])([O-])=[O:31].[K+].[K+].C[Al](C)C. Product: [CH3:22][O:21][C:18]1[C:19]([O:31][CH3:30])=[CH:20][C:15]2[C:14]([C:13]3[CH:8]=[CH:9][C:10]([O:25][CH3:26])=[CH:11][CH:12]=3)=[C:6]3[C:4](=[O:5])[NH:29][CH2:28][CH2:27][N:7]3[C:16]=2[CH:17]=1. (2) Reactant: [F:1][C:2]1[CH:3]=[C:4]([C:8]#[C:9][C:10]2[CH:19]=[CH:18][C:13]([C:14](=[N:16][OH:17])[NH2:15])=[CH:12][CH:11]=2)[CH:5]=[CH:6][CH:7]=1.[Cl:20][C:21]([Cl:32])([Cl:31])[C:22](O[C:22](=O)[C:21]([Cl:32])([Cl:31])[Cl:20])=O. Product: [F:1][C:2]1[CH:3]=[C:4]([C:8]#[C:9][C:10]2[CH:11]=[CH:12][C:13]([C:14]3[N:15]=[C:22]([C:21]([Cl:32])([Cl:31])[Cl:20])[O:17][N:16]=3)=[CH:18][CH:19]=2)[CH:5]=[CH:6][CH:7]=1. The catalyst class is: 93.